From a dataset of Peptide-MHC class II binding affinity with 134,281 pairs from IEDB. Regression. Given a peptide amino acid sequence and an MHC pseudo amino acid sequence, predict their binding affinity value. This is MHC class II binding data. (1) The peptide sequence is EKKYFAATQFKPLAA. The MHC is HLA-DPA10201-DPB11401 with pseudo-sequence HLA-DPA10201-DPB11401. The binding affinity (normalized) is 0.695. (2) The peptide sequence is SGKMAHLRKVILSEI. The MHC is DRB1_0101 with pseudo-sequence DRB1_0101. The binding affinity (normalized) is 0.764. (3) The peptide sequence is EGTKVTFHVEKGSNP. The MHC is HLA-DPA10301-DPB10402 with pseudo-sequence HLA-DPA10301-DPB10402. The binding affinity (normalized) is 0.144. (4) The peptide sequence is SQDLELSWPLNGLQAY. The MHC is DRB1_0401 with pseudo-sequence DRB1_0401. The binding affinity (normalized) is 0.186.